Dataset: Full USPTO retrosynthesis dataset with 1.9M reactions from patents (1976-2016). Task: Predict the reactants needed to synthesize the given product. (1) Given the product [C:12]([C:7]1[C:6]([F:20])=[C:5]([CH:2]([NH:26][C:22]([CH3:25])([CH3:21])[CH2:23][OH:24])[CH2:3][CH3:4])[CH:10]=[CH:9][C:8]=1[Cl:11])(=[O:13])[C:14]1[CH:19]=[CH:18][CH:17]=[CH:16][CH:15]=1, predict the reactants needed to synthesize it. The reactants are: Br[CH:2]([C:5]1[C:6]([F:20])=[C:7]([C:12]([C:14]2[CH:19]=[CH:18][CH:17]=[CH:16][CH:15]=2)=[O:13])[C:8]([Cl:11])=[CH:9][CH:10]=1)[CH2:3][CH3:4].[CH3:21][C:22]([NH2:26])([CH3:25])[CH2:23][OH:24]. (2) Given the product [NH2:16][C:13]1([CH2:23][C:24]([O:26][CH3:27])=[O:25])[CH:12]2[CH:7]([CH2:8][C:9]3([O:31][CH2:30][CH2:29][O:28]3)[CH2:10][CH2:11]2)[O:6][C:5]2[C:14]1=[CH:15][C:2]([Br:1])=[CH:3][CH:4]=2, predict the reactants needed to synthesize it. The reactants are: [Br:1][C:2]1[CH:15]=[C:14]2[C:5]([O:6][CH:7]3[CH:12]([C:13]2([CH2:23][C:24]([O:26][CH3:27])=[O:25])[NH:16]S(C(C)(C)C)=O)[CH2:11][CH2:10][C:9]2([O:31][CH2:30][CH2:29][O:28]2)[CH2:8]3)=[CH:4][CH:3]=1.Cl.CCOCC. (3) Given the product [C:1]([C:3]1[CH:4]=[C:5]([CH:9]2[C:16]3[CH:15]=[C:14]([C:17]([OH:19])=[O:18])[NH:13][C:12]=3[CH2:11][CH2:10]2)[CH:6]=[CH:7][CH:8]=1)#[N:2], predict the reactants needed to synthesize it. The reactants are: [C:1]([C:3]1[CH:4]=[C:5]([CH:9]2[C:16]3[CH:15]=[C:14]([C:17]([O:19]C)=[O:18])[NH:13][C:12]=3[CH2:11][CH2:10]2)[CH:6]=[CH:7][CH:8]=1)#[N:2].[OH-].[Li+].C1COCC1. (4) Given the product [CH3:27][O:26][C:24]([N:15]1[CH2:14][CH:13]([C:28]2[CH:33]=[C:32]([F:34])[C:31]([F:35])=[C:30]([F:36])[CH:29]=2)[NH:12][CH:17]([C:18]([O:20][CH2:21][CH3:22])=[O:19])[CH2:16]1)=[O:25], predict the reactants needed to synthesize it. The reactants are: C(N(C(C)C)CC)(C)C.[I-].[Na+].[NH2:12][CH:13]([C:28]1[CH:33]=[C:32]([F:34])[C:31]([F:35])=[C:30]([F:36])[CH:29]=1)[CH2:14][N:15]([C:24]([O:26][CH3:27])=[O:25])[CH2:16][CH:17](Cl)[C:18]([O:20][CH2:21][CH3:22])=[O:19].O.C(=O)(O)[O-].[Na+].